Dataset: Catalyst prediction with 721,799 reactions and 888 catalyst types from USPTO. Task: Predict which catalyst facilitates the given reaction. (1) Reactant: C(N(CC)CC)C.[OH:8][CH2:9][CH2:10][N:11]1[CH:15]=[C:14]([I:16])[CH:13]=[C:12]1[CH:17]=[O:18].[CH3:19][C:20]1[CH:25]=[CH:24][C:23]([S:26](Cl)(=[O:28])=[O:27])=[CH:22][CH:21]=1.O. Product: [CH3:19][C:20]1[CH:25]=[CH:24][C:23]([S:26]([O:8][CH2:9][CH2:10][N:11]2[CH:15]=[C:14]([I:16])[CH:13]=[C:12]2[CH:17]=[O:18])(=[O:28])=[O:27])=[CH:22][CH:21]=1. The catalyst class is: 4. (2) Reactant: [CH:1]([C:5]1[C:6](Cl)=[N:7][C:8]([S:12][CH3:13])=[N:9][C:10]=1[Cl:11])([CH2:3][CH3:4])[CH3:2].[CH2:15]([Mg]Br)[CH3:16].[Cl-].[NH4+]. Product: [CH:1]([C:5]1[C:10]([Cl:11])=[N:9][C:8]([S:12][CH3:13])=[N:7][C:6]=1[CH2:15][CH3:16])([CH2:3][CH3:4])[CH3:2]. The catalyst class is: 217. (3) Reactant: I[C:2]1[N:3]=[CH:4][N:5]([C:7]([C:20]2[CH:25]=[CH:24][CH:23]=[CH:22][CH:21]=2)([C:14]2[CH:19]=[CH:18][CH:17]=[CH:16][CH:15]=2)[C:8]2[CH:13]=[CH:12][CH:11]=[CH:10][CH:9]=2)[CH:6]=1.C([Mg]Br)(C)C.[CH2:31]([Sn:35](Cl)([CH2:40][CH2:41][CH2:42][CH3:43])[CH2:36][CH2:37][CH2:38][CH3:39])[CH2:32][CH2:33][CH3:34]. Product: [CH2:40]([Sn:35]([CH2:31][CH2:32][CH2:33][CH3:34])([CH2:36][CH2:37][CH2:38][CH3:39])[C:2]1[N:3]=[CH:4][N:5]([C:7]([C:20]2[CH:25]=[CH:24][CH:23]=[CH:22][CH:21]=2)([C:14]2[CH:19]=[CH:18][CH:17]=[CH:16][CH:15]=2)[C:8]2[CH:13]=[CH:12][CH:11]=[CH:10][CH:9]=2)[CH:6]=1)[CH2:41][CH2:42][CH3:43]. The catalyst class is: 4. (4) Reactant: [CH3:1][CH:2]([O:4][C:5]([CH2:7][CH2:8][CH2:9]/[CH:10]=[CH:11]\[CH2:12][C@@H:13]1[C@@H:17]([CH2:18][CH2:19][C@@H:20]([OH:29])[CH2:21][CH2:22][C:23]2[CH:28]=[CH:27][CH:26]=[CH:25][CH:24]=2)[C@H:16]([OH:30])[CH2:15][C@@H:14]1[OH:31])=[O:6])[CH3:3].[NH2:32][C@H:33]([C:41]([OH:43])=[O:42])[CH2:34][CH2:35][CH2:36][NH:37][C:38](=[NH:40])[NH2:39]. Product: [CH3:3][CH:2]([O:4][C:5]([CH2:7][CH2:8][CH2:9]/[CH:10]=[CH:11]\[CH2:12][C@@H:13]1[C@@H:17]([CH2:18][CH2:19][C@@H:20]([OH:29])[CH2:21][CH2:22][C:23]2[CH:28]=[CH:27][CH:26]=[CH:25][CH:24]=2)[C@H:16]([OH:30])[CH2:15][C@@H:14]1[OH:31])=[O:6])[CH3:1].[NH2:32][C@H:33]([C:41]([OH:43])=[O:42])[CH2:34][CH2:35][CH2:36][NH:37][C:38](=[NH:39])[NH2:40]. The catalyst class is: 24. (5) Reactant: [Cl:1][C:2]1[CH:3]=[C:4]2[C:8](=[CH:9][CH:10]=1)[NH:7][C:6]1[CH2:11][N:12]([CH3:15])[CH2:13][CH2:14][C:5]2=1.N1CCC[C@H]1C(O)=O.[O-]P([O-])([O-])=O.[K+].[K+].[K+].Br[CH:33]=[C:34]([C:36]1[CH:41]=[CH:40][C:39]([O:42][CH3:43])=[CH:38][CH:37]=1)[CH3:35]. Product: [Cl:1][C:2]1[CH:3]=[C:4]2[C:8](=[CH:9][CH:10]=1)[N:7]([CH:33]=[C:34]([C:36]1[CH:37]=[CH:38][C:39]([O:42][CH3:43])=[CH:40][CH:41]=1)[CH3:35])[C:6]1[CH2:11][N:12]([CH3:15])[CH2:13][CH2:14][C:5]2=1. The catalyst class is: 122. (6) Product: [OH:19][C:14]1[CH:15]=[CH:16][CH:17]=[CH:18][C:13]=1[C:11]1[N:12]=[C:8]([CH2:7][CH2:6][CH2:5][CH2:4][C:3]([OH:21])=[O:2])[S:9][CH:10]=1. The catalyst class is: 15. Reactant: C[O:2][C:3](=[O:21])[CH2:4][CH2:5][CH2:6][CH2:7][C:8]1[S:9][CH:10]=[C:11]([C:13]2[CH:18]=[CH:17][CH:16]=[CH:15][C:14]=2[O:19]C)[N:12]=1.Br.[OH-].[Na+]. (7) Reactant: [C:1]([NH:11][C@H:12]([C:16]([O:18][C:19]1[CH:24]=[CH:23][CH:22]=[CH:21][C:20]=1[CH2:25][C:26]([O:28]CC1C=CC(OC)=CC=1)=[O:27])=[O:17])[CH:13]([CH3:15])[CH3:14])([O:3][CH2:4][C:5]1[CH:10]=[CH:9][CH:8]=[CH:7][CH:6]=1)=[O:2].FC(F)(F)C(O)=O. Product: [C:1]([NH:11][C@H:12]([C:16]([O:18][C:19]1[CH:24]=[CH:23][CH:22]=[CH:21][C:20]=1[CH2:25][C:26]([OH:28])=[O:27])=[O:17])[CH:13]([CH3:15])[CH3:14])([O:3][CH2:4][C:5]1[CH:10]=[CH:9][CH:8]=[CH:7][CH:6]=1)=[O:2]. The catalyst class is: 4. (8) Reactant: Br[C:2]1[CH:7]=[CH:6][C:5]([C@@H:8]([N:10]2[CH2:16][CH2:15][CH2:14][C@:13]([CH2:23][C:24]([CH3:26])=[CH2:25])([C:17]3[CH:22]=[CH:21][CH:20]=[CH:19][CH:18]=3)[NH:12][C:11]2=[O:27])[CH3:9])=[CH:4][CH:3]=1.[B:28]1([B:28]2[O:32][C:31]([CH3:34])([CH3:33])[C:30]([CH3:36])([CH3:35])[O:29]2)[O:32][C:31]([CH3:34])([CH3:33])[C:30]([CH3:36])([CH3:35])[O:29]1.C([O-])(=O)C.[K+].CS(C)=O. Product: [CH3:26][C:24](=[CH2:25])[CH2:23][C@:13]1([C:17]2[CH:22]=[CH:21][CH:20]=[CH:19][CH:18]=2)[CH2:14][CH2:15][CH2:16][N:10]([C@H:8]([C:5]2[CH:6]=[CH:7][C:2]([B:28]3[O:32][C:31]([CH3:34])([CH3:33])[C:30]([CH3:36])([CH3:35])[O:29]3)=[CH:3][CH:4]=2)[CH3:9])[C:11](=[O:27])[NH:12]1. The catalyst class is: 25. (9) Reactant: [CH3:1][O:2][CH2:3][CH2:4][NH:5][C:6]1[CH:12]=[CH:11][C:10]([C:13]2[O:14][C:15]3[CH:21]=[CH:20][CH:19]=[CH:18][C:16]=3[N:17]=2)=[CH:9][C:7]=1[NH2:8].[CH:22](=O)[CH3:23].OOS([O-])=O.[K+].C(=O)([O-])[O-].[K+].[K+]. Product: [O:14]1[C:15]2[CH:21]=[CH:20][CH:19]=[CH:18][C:16]=2[N:17]=[C:13]1[C:10]1[CH:11]=[CH:12][C:6]2[N:5]([CH2:4][CH2:3][O:2][CH3:1])[C:22]([CH3:23])=[N:8][C:7]=2[CH:9]=1. The catalyst class is: 9. (10) Reactant: C(=O)([O-])[O-].[K+].[K+].[CH2:7]([C:9]1[CH:10]=[C:11]([OH:15])[CH:12]=[CH:13][CH:14]=1)[CH3:8].[CH2:16](Br)[C:17]1[CH:22]=[CH:21][CH:20]=[CH:19][CH:18]=1. Product: [CH2:7]([C:9]1[CH:14]=[CH:13][CH:12]=[C:11]([O:15][CH2:16][C:17]2[CH:22]=[CH:21][CH:20]=[CH:19][CH:18]=2)[CH:10]=1)[CH3:8]. The catalyst class is: 9.